Dataset: Catalyst prediction with 721,799 reactions and 888 catalyst types from USPTO. Task: Predict which catalyst facilitates the given reaction. (1) Reactant: [O:1]1[CH:5]=[CH:4][CH:3]=[CH:2]1.C([Li])CCC.[Cl:11][C:12]1[CH:19]=[CH:18][CH:17]=[C:16]([O:20][CH3:21])[C:13]=1[CH:14]=[O:15].O. Product: [Cl:11][C:12]1[CH:19]=[CH:18][CH:17]=[C:16]([O:20][CH3:21])[C:13]=1[CH:14]([C:2]1[O:1][CH:5]=[CH:4][CH:3]=1)[OH:15]. The catalyst class is: 765. (2) Reactant: C(O[C:9]1[CH:19]=[CH:18][C:12]([O:13][CH2:14][CH2:15][CH2:16][Br:17])=[CH:11][CH:10]=1)C1C=CC=CC=1.C1C[O:23]CC1. Product: [Br:17][CH2:16][CH2:15][CH2:14][O:13][C:12]1[CH:18]=[CH:19][CH:9]=[CH:10][C:11]=1[OH:23]. The catalyst class is: 45. (3) Reactant: [O:1]([C:8]1[CH:13]=[CH:12][C:11]([S:14]([NH:17][CH2:18][CH2:19][NH:20][C:21]([P:23]([O:29]C(C)C)([O:25]C(C)C)=[O:24])=[O:22])(=[O:16])=[O:15])=[CH:10][CH:9]=1)[C:2]1[CH:7]=[CH:6][CH:5]=[CH:4][CH:3]=1.C[Si](Br)(C)C.CC#N. Product: [O:1]([C:8]1[CH:13]=[CH:12][C:11]([S:14]([NH:17][CH2:18][CH2:19][NH:20][C:21]([P:23]([OH:29])([OH:25])=[O:24])=[O:22])(=[O:15])=[O:16])=[CH:10][CH:9]=1)[C:2]1[CH:3]=[CH:4][CH:5]=[CH:6][CH:7]=1. The catalyst class is: 22. (4) Reactant: [OH:1][CH2:2][C@H:3]([NH:8][C:9]([C:11]1[CH:19]=[CH:18][CH:17]=[C:16]2[C:12]=1[CH:13]=[CH:14][N:15]2[C:20]([O:22][C:23]([CH3:26])([CH3:25])[CH3:24])=[O:21])=O)[C:4]([O:6][CH3:7])=[O:5].CC[N+](S(N=C(OC)[O-])(=O)=O)(CC)CC. Product: [CH3:7][O:6][C:4]([C@@H:3]1[CH2:2][O:1][C:9]([C:11]2[CH:19]=[CH:18][CH:17]=[C:16]3[C:12]=2[CH:13]=[CH:14][N:15]3[C:20]([O:22][C:23]([CH3:25])([CH3:26])[CH3:24])=[O:21])=[N:8]1)=[O:5]. The catalyst class is: 49. (5) Reactant: Cl[CH2:2][C:3]1[N:8]=[C:7]([CH2:9][N:10]2[C:19]3[C:14](=[C:15]([CH:20]4[O:24][CH2:23][CH2:22][O:21]4)[CH:16]=[CH:17][CH:18]=3)[CH2:13][CH2:12][C:11]2=[O:25])[CH:6]=[CH:5][CH:4]=1.[NH:26]1[CH2:31][CH2:30][CH2:29][CH2:28][CH2:27]1.O.C(O)(=O)C. Product: [O:21]1[CH2:22][CH2:23][O:24][CH:20]1[C:15]1[CH:16]=[CH:17][CH:18]=[C:19]2[C:14]=1[CH2:13][CH2:12][C:11](=[O:25])[N:10]2[CH2:9][C:7]1[CH:6]=[CH:5][CH:4]=[C:3]([CH2:2][N:26]2[CH2:31][CH2:30][CH2:29][CH2:28][CH2:27]2)[N:8]=1. The catalyst class is: 13. (6) Reactant: [Cl:1][C:2]1[CH:3]=[C:4]([N+:10]([O-])=O)[C:5]([NH2:9])=[N:6][C:7]=1[I:8].O.O.[Sn](Cl)Cl.O.[F-].[K+]. Product: [Cl:1][C:2]1[CH:3]=[C:4]([NH2:10])[C:5]([NH2:9])=[N:6][C:7]=1[I:8]. The catalyst class is: 14. (7) Reactant: [CH3:1][Mg+].[Br-].CON(C)[C:7]([C:9]1[C:14]([O:15][CH3:16])=[CH:13][C:12](=[O:17])[N:11]([C:18]2[CH:23]=[CH:22][CH:21]=[C:20]([C:24]([F:27])([F:26])[F:25])[CH:19]=2)[N:10]=1)=[O:8]. Product: [C:7]([C:9]1[C:14]([O:15][CH3:16])=[CH:13][C:12](=[O:17])[N:11]([C:18]2[CH:23]=[CH:22][CH:21]=[C:20]([C:24]([F:26])([F:27])[F:25])[CH:19]=2)[N:10]=1)(=[O:8])[CH3:1]. The catalyst class is: 1. (8) Reactant: [Cl:1][C:2]1[CH:7]=[C:6]([NH:8][NH2:9])[N:5]=[CH:4][N:3]=1.CN(C)[CH:12]=[C:13]([C:19]1[CH:20]=[N:21][CH:22]=[CH:23][CH:24]=1)[C:14](OCC)=[O:15]. Product: [Cl:1][C:2]1[N:3]=[CH:4][N:5]=[C:6]([N:8]2[C:14](=[O:15])[C:13]([C:19]3[CH:20]=[N:21][CH:22]=[CH:23][CH:24]=3)=[CH:12][NH:9]2)[CH:7]=1. The catalyst class is: 15.